Dataset: Forward reaction prediction with 1.9M reactions from USPTO patents (1976-2016). Task: Predict the product of the given reaction. (1) Given the reactants [CH2:1]([O:3][C:4](=[O:31])[CH:5]([OH:30])[CH2:6][C:7]1[CH:12]=[CH:11][C:10]([CH2:13][CH2:14][N:15]([C:23]([O:25][C:26]([CH3:29])([CH3:28])[CH3:27])=[O:24])[CH2:16][CH2:17][CH2:18][CH2:19][CH2:20][CH2:21][CH3:22])=[CH:9][CH:8]=1)C.[CH3:32]I, predict the reaction product. The product is: [CH3:1][O:3][C:4](=[O:31])[CH:5]([O:30][CH3:32])[CH2:6][C:7]1[CH:8]=[CH:9][C:10]([CH2:13][CH2:14][N:15]([C:23]([O:25][C:26]([CH3:27])([CH3:29])[CH3:28])=[O:24])[CH2:16][CH2:17][CH2:18][CH2:19][CH2:20][CH2:21][CH3:22])=[CH:11][CH:12]=1. (2) Given the reactants [F:1][C:2]([F:21])([F:20])[C:3]1[CH:4]=[C:5]([C@H:13]2[O:17][C:16](=[O:18])[NH:15][C@H:14]2[CH3:19])[CH:6]=[C:7]([C:9]([F:12])([F:11])[F:10])[CH:8]=1.[H-].[Na+].[Br:24][C:25]1[CH:30]=[CH:29][C:28]([N+:31]([O-:33])=[O:32])=[CH:27][C:26]=1[CH2:34]Br, predict the reaction product. The product is: [F:21][C:2]([F:1])([F:20])[C:3]1[CH:4]=[C:5]([C@H:13]2[O:17][C:16](=[O:18])[N:15]([CH2:34][C:26]3[CH:27]=[C:28]([N+:31]([O-:33])=[O:32])[CH:29]=[CH:30][C:25]=3[Br:24])[C@H:14]2[CH3:19])[CH:6]=[C:7]([C:9]([F:10])([F:11])[F:12])[CH:8]=1. (3) The product is: [I:24][C:21]1[CH:22]=[CH:23][C:18]([C:15]2[CH:16]=[CH:17][CH:12]=[CH:13][C:14]=2[N:4]([C:1](=[O:3])[CH3:2])[C:5]2[CH:10]=[CH:9][CH:8]=[CH:7][CH:6]=2)=[CH:19][CH:20]=1. Given the reactants [C:1]([NH:4][C:5]1[CH:10]=[CH:9][CH:8]=[CH:7][CH:6]=1)(=[O:3])[CH3:2].I[C:12]1[CH:17]=[CH:16][C:15]([C:18]2[CH:23]=[CH:22][C:21]([I:24])=[CH:20][CH:19]=2)=[CH:14][CH:13]=1.C(=O)([O-])[O-].[K+].[K+].CCCCCCCCCCCC, predict the reaction product. (4) The product is: [Cl:47][C:48]1[C:49]([CH2:54][NH:55][C:19]([C@H:13]2[CH2:12][N:11]([C:9]([O:8][CH2:1][C:2]3[CH:3]=[CH:4][CH:5]=[CH:6][CH:7]=3)=[O:10])[C@H:16]([CH2:17][OH:18])[CH2:15][CH2:14]2)=[O:21])=[N:50][CH:51]=[CH:52][N:53]=1. Given the reactants [CH2:1]([O:8][C:9]([N:11]1[C@H:16]([CH2:17][OH:18])[CH2:15][CH2:14][C@H:13]([C:19]([OH:21])=O)[CH2:12]1)=[O:10])[C:2]1[CH:7]=[CH:6][CH:5]=[CH:4][CH:3]=1.CN(C(ON1N=NC2C=CC=NC1=2)=[N+](C)C)C.F[P-](F)(F)(F)(F)F.Cl.[Cl:47][C:48]1[C:49]([CH2:54][NH2:55])=[N:50][CH:51]=[CH:52][N:53]=1.CCN(CC)CC, predict the reaction product. (5) Given the reactants C(O[C:6]([N:8](C(OC(C)(C)C)=O)[C:9](=[O:41])[C:10]1[CH:15]=[C:14]([N:16]2[CH2:20][CH2:19][CH2:18][S:17]2(=[O:22])=[O:21])[CH:13]=[CH:12][C:11]=1[C:23]([N:25]1[CH2:30][CH2:29][N:28]([C:31]2[C:36]([CH3:37])=[CH:35][C:34]([CH:38]3[CH2:40][CH2:39]3)=[CH:33][N:32]=2)[CH2:27][CH2:26]1)=[O:24])=O)(C)(C)C.N1C[CH2:53][O:52][CH2:51][CH2:50]1, predict the reaction product. The product is: [CH:38]1([C:34]2[CH:35]=[C:36]([CH3:37])[C:31]([N:28]3[CH2:29][CH2:30][N:25]([C:23]([C:11]4[CH:12]=[CH:13][C:14]([N:16]5[CH2:20][CH2:19][CH2:18][S:17]5(=[O:22])=[O:21])=[CH:15][C:10]=4[C:9]([N:8]4[CH2:50][CH2:51][O:52][CH2:53][CH2:6]4)=[O:41])=[O:24])[CH2:26][CH2:27]3)=[N:32][CH:33]=2)[CH2:40][CH2:39]1. (6) Given the reactants [H-].[Na+].[Si:3]([O:20][CH2:21][CH2:22][O:23][CH2:24][C@H:25]([OH:36])[C:26]([NH:28][C:29]1[CH:34]=[CH:33][C:32]([CH3:35])=[CH:31][N:30]=1)=[O:27])([C:16]([CH3:19])([CH3:18])[CH3:17])([C:10]1[CH:15]=[CH:14][CH:13]=[CH:12][CH:11]=1)[C:4]1[CH:9]=[CH:8][CH:7]=[CH:6][CH:5]=1.Cl[C:38]1[N:43]=[CH:42][N:41]=[C:40]2[N:44]([C:47]3[CH:52]=[CH:51][CH:50]=[CH:49][C:48]=3[Cl:53])[N:45]=[CH:46][C:39]=12.C(O)(=O)CC(CC(O)=O)(C(O)=O)O, predict the reaction product. The product is: [Si:3]([O:20][CH2:21][CH2:22][O:23][CH2:24][C@H:25]([O:36][C:38]1[N:43]=[CH:42][N:41]=[C:40]2[N:44]([C:47]3[CH:52]=[CH:51][CH:50]=[CH:49][C:48]=3[Cl:53])[N:45]=[CH:46][C:39]=12)[C:26]([NH:28][C:29]1[CH:34]=[CH:33][C:32]([CH3:35])=[CH:31][N:30]=1)=[O:27])([C:16]([CH3:19])([CH3:18])[CH3:17])([C:10]1[CH:11]=[CH:12][CH:13]=[CH:14][CH:15]=1)[C:4]1[CH:5]=[CH:6][CH:7]=[CH:8][CH:9]=1. (7) Given the reactants [CH:1]1([N:7]2[C:12](=[O:13])[CH2:11][C:10](=[O:14])[N:9]([CH2:15][CH2:16][CH2:17][CH2:18][CH2:19][C:20]([O:22]CC)=[O:21])[C:8]2=[O:25])[CH2:6][CH2:5][CH2:4][CH2:3][CH2:2]1.C(N(C(C)C)CC)(C)C.[N:35]([CH2:38][C:39]([O:41]CC)=[O:40])=[C:36]=[O:37], predict the reaction product. The product is: [C:39]([CH2:38][NH:35][C:36]([C:11]1[C:12](=[O:13])[N:7]([CH:1]2[CH2:2][CH2:3][CH2:4][CH2:5][CH2:6]2)[C:8](=[O:25])[N:9]([CH2:15][CH2:16][CH2:17][CH2:18][CH2:19][C:20]([OH:22])=[O:21])[C:10]=1[OH:14])=[O:37])([OH:41])=[O:40]. (8) Given the reactants [CH2:1]([O:3][C:4]([C:6]1[CH:7]=[N:8][N:9]2[C:14]([C:15]3[CH:20]=[CH:19][CH:18]=[C:17]([NH2:21])[CH:16]=3)=[CH:13][CH:12]=[N:11][C:10]=12)=[O:5])[CH3:2].Cl[C:23](OC1C=CC=CC=1[N+]([O-])=O)=[O:24].[NH2:35][C:36]1[CH:41]=[CH:40][CH:39]=[C:38]([Cl:42])[CH:37]=1, predict the reaction product. The product is: [Cl:42][C:38]1[CH:37]=[C:36]([NH:35][C:23]([NH:21][C:17]2[CH:16]=[C:15]([C:14]3[N:9]4[N:8]=[CH:7][C:6]([C:4]([O:3][CH2:1][CH3:2])=[O:5])=[C:10]4[N:11]=[CH:12][CH:13]=3)[CH:20]=[CH:19][CH:18]=2)=[O:24])[CH:41]=[CH:40][CH:39]=1. (9) Given the reactants [C:1]([C:3]1[CH:8]=[CH:7][C:6]([S:9]([N:12]2[C:16]([C:17]3[CH:22]=[CH:21][CH:20]=[CH:19][CH:18]=3)=[CH:15][C:14]([CH2:23][NH:24][C:25](=O)OC(C)(C)C)=[CH:13]2)(=[O:11])=[O:10])=[CH:5][C:4]=1[F:32])#[N:2].C(OCC)(=O)C.[ClH:39], predict the reaction product. The product is: [ClH:39].[F:32][C:4]1[CH:5]=[C:6]([S:9]([N:12]2[CH:13]=[C:14]([CH2:23][NH:24][CH3:25])[CH:15]=[C:16]2[C:17]2[CH:18]=[CH:19][CH:20]=[CH:21][CH:22]=2)(=[O:11])=[O:10])[CH:7]=[CH:8][C:3]=1[C:1]#[N:2]. (10) The product is: [CH3:33][C:26]1[NH:25][C:16]([CH3:15])=[C:18]([C:19](=[O:20])[C:21]([F:24])([F:23])[F:22])[CH:13]([C:5]2[CH:6]=[CH:7][CH:8]=[C:9]3[C:4]=2[O:3][C:2]([CH3:1])=[CH:11][C:10]3=[O:12])[C:27]=1[C:28]([O:30][CH2:31][CH3:32])=[O:29]. Given the reactants [CH3:1][C:2]1[O:3][C:4]2[C:9]([C:10](=[O:12])[CH:11]=1)=[CH:8][CH:7]=[CH:6][C:5]=2[CH:13]=O.[CH3:15][C:16]([CH2:18][C:19]([C:21]([F:24])([F:23])[F:22])=[O:20])=O.[NH2:25]/[C:26](/[CH3:33])=[CH:27]\[C:28]([O:30][CH2:31][CH3:32])=[O:29].C(O)(=O)C, predict the reaction product.